This data is from Forward reaction prediction with 1.9M reactions from USPTO patents (1976-2016). The task is: Predict the product of the given reaction. (1) Given the reactants F[C:2]1[CH:9]=[CH:8][CH:7]=[CH:6][C:3]=1[C:4]#[N:5].O.[NH2:11][NH2:12].C(O)CCC, predict the reaction product. The product is: [NH:11]1[C:6]2[C:3](=[CH:2][CH:9]=[CH:8][CH:7]=2)[C:4]([NH2:5])=[N:12]1. (2) The product is: [NH2:1][C:2]1[C:11]2[N:12]=[C:13]([CH2:22][CH3:23])[N:14]([CH2:15][CH:16]3[CH2:21][CH2:20][O:19][CH2:18][CH2:17]3)[C:10]=2[C:9]2[CH:8]=[CH:7][C:6]([CH2:24][CH2:25][C:26]([NH2:27])=[O:28])=[CH:5][C:4]=2[N:3]=1. Given the reactants [NH2:1][C:2]1[C:11]2[N:12]=[C:13]([CH2:22][CH3:23])[N:14]([CH2:15][CH:16]3[CH2:21][CH2:20][O:19][CH2:18][CH2:17]3)[C:10]=2[C:9]2[CH:8]=[CH:7][C:6]([CH2:24][CH2:25][C:26]#[N:27])=[CH:5][C:4]=2[N:3]=1.[OH-:28].[Na+].OO, predict the reaction product. (3) Given the reactants Br[CH2:2][C:3]([N:5]1[CH2:14][CH2:13][C:12]2[C:7](=[CH:8][CH:9]=[C:10]([C:16]3[N:20]=[C:19]([C:21]4[CH:26]=[CH:25][C:24]([O:27][CH:28]([CH3:30])[CH3:29])=[C:23]([Cl:31])[CH:22]=4)[O:18][N:17]=3)[C:11]=2[CH3:15])[CH2:6]1)=[O:4].[C:32](=[O:35])([O-])[O-].[K+].[K+].[NH:38](CCO)[CH2:39][CH2:40][OH:41], predict the reaction product. The product is: [ClH:31].[Cl:31][C:23]1[CH:22]=[C:21]([C:19]2[O:18][N:17]=[C:16]([C:10]3[C:11]([CH3:15])=[C:12]4[C:7](=[CH:8][CH:9]=3)[CH2:6][N:5]([C:3](=[O:4])[CH2:2][NH:38][CH:39]([CH2:32][OH:35])[CH2:40][OH:41])[CH2:14][CH2:13]4)[N:20]=2)[CH:26]=[CH:25][C:24]=1[O:27][CH:28]([CH3:30])[CH3:29]. (4) Given the reactants [Cl:1][C:2]1[CH:3]=[CH:4][C:5]2[N:11]3[CH:12]=[CH:13][CH:14]=[C:10]3[C@@H:9]([CH2:15][CH2:16][N:17]3[N:21]=[N:20][C:19]([CH2:22][C:23]([O:25][CH2:26][CH3:27])=[O:24])=[N:18]3)[O:8][C@H:7]([C:28]3[CH:33]=[CH:32][CH:31]=[C:30]([O:34][CH3:35])[C:29]=3[O:36][CH3:37])[C:6]=2[CH:38]=1.[CH2:39]=O.[C:41]([OH:44])(=[O:43])[CH3:42], predict the reaction product. The product is: [C:41]([O:44][CH2:39][C:12]1[N:11]2[C:5]3[CH:4]=[CH:3][C:2]([Cl:1])=[CH:38][C:6]=3[C@@H:7]([C:28]3[CH:33]=[CH:32][CH:31]=[C:30]([O:34][CH3:35])[C:29]=3[O:36][CH3:37])[O:8][C@H:9]([CH2:15][CH2:16][N:17]3[N:21]=[N:20][C:19]([CH2:22][C:23]([O:25][CH2:26][CH3:27])=[O:24])=[N:18]3)[C:10]2=[CH:14][CH:13]=1)(=[O:43])[CH3:42].